This data is from Forward reaction prediction with 1.9M reactions from USPTO patents (1976-2016). The task is: Predict the product of the given reaction. (1) Given the reactants [C:1]([C:3]1[CH:8]=[CH:7][C:6]([C@@H:9]2[C:14]([C:15]([O:17][CH2:18][CH:19]=[CH2:20])=[O:16])=[C:13]([CH3:21])[N:12]([C:22]3[CH:27]=[CH:26][CH:25]=[C:24]([C:28]([F:31])([F:30])[F:29])[CH:23]=3)[C:11](=[O:32])[NH:10]2)=[C:5]([S:33]([CH3:36])(=[O:35])=[O:34])[CH:4]=1)#[N:2].[CH3:37][Si](C)(C)[N-][Si](C)(C)C.[Li+].IC, predict the reaction product. The product is: [C:1]([C:3]1[CH:8]=[CH:7][C:6]([C@@H:9]2[C:14]([C:15]([O:17][CH2:18][CH:19]=[CH2:20])=[O:16])=[C:13]([CH3:21])[N:12]([C:22]3[CH:27]=[CH:26][CH:25]=[C:24]([C:28]([F:30])([F:29])[F:31])[CH:23]=3)[C:11](=[O:32])[N:10]2[CH3:37])=[C:5]([S:33]([CH3:36])(=[O:34])=[O:35])[CH:4]=1)#[N:2]. (2) The product is: [CH3:20][O:19][C:14]1[CH:15]=[CH:16][CH:17]=[CH:18][C:13]=1[C:12]1[N:6]2[C:7]([CH:8]=[N:9][C:4]([NH:30][C:31]3[CH:32]=[CH:33][C:34]([C:37]([N:39]4[CH2:40][CH2:41][N:42]([CH3:45])[CH2:43][CH2:44]4)=[O:38])=[CH:35][CH:36]=3)=[N:5]2)=[CH:10][CH:11]=1. Given the reactants CS([C:4]1[N:9]=[CH:8][C:7]2=[CH:10][CH:11]=[C:12]([C:13]3[CH:18]=[CH:17][CH:16]=[CH:15][C:14]=3[O:19][CH3:20])[N:6]2[N:5]=1)=O.C(N(CC)C(C)C)(C)C.[NH2:30][C:31]1[CH:36]=[CH:35][C:34]([C:37]([N:39]2[CH2:44][CH2:43][N:42]([CH3:45])[CH2:41][CH2:40]2)=[O:38])=[CH:33][CH:32]=1.COCC(O)C, predict the reaction product. (3) Given the reactants COC1C=CC(C[N:8](CC2C=CC(OC)=CC=2)[S:9]([C:12]2[CH:17]=[CH:16][C:15]([O:18][C:19]3[CH:24]=[C:23]([C:25]4[NH:26][C:27]([C:30]5[O:31][C@@H:32]([CH3:35])[CH2:33][N:34]=5)=[CH:28][CH:29]=4)[CH:22]=[C:21]([O:36][C@@H:37]([CH3:41])[CH2:38][O:39][CH3:40])[CH:20]=3)=[CH:14][N:13]=2)(=[O:11])=[O:10])=CC=1, predict the reaction product. The product is: [CH3:40][O:39][CH2:38][C@H:37]([CH3:41])[O:36][C:21]1[CH:20]=[C:19]([CH:24]=[C:23]([C:25]2[NH:26][C:27]([C:30]3[O:31][C@@H:32]([CH3:35])[CH2:33][N:34]=3)=[CH:28][CH:29]=2)[CH:22]=1)[O:18][C:15]1[CH:16]=[CH:17][C:12]([S:9]([NH2:8])(=[O:10])=[O:11])=[N:13][CH:14]=1. (4) Given the reactants [C:1]1([C:6]2[CH:7]=[N:8][N:9]3[CH2:14][CH2:13][N:12]([C:15]([O:17][C:18]([CH3:21])([CH3:20])[CH3:19])=[O:16])[CH2:11][C:10]=23)[CH2:5][CH2:4][CH2:3][CH:2]=1, predict the reaction product. The product is: [CH:1]1([C:6]2[CH:7]=[N:8][N:9]3[CH2:14][CH2:13][N:12]([C:15]([O:17][C:18]([CH3:21])([CH3:20])[CH3:19])=[O:16])[CH2:11][C:10]=23)[CH2:2][CH2:3][CH2:4][CH2:5]1.